Dataset: Forward reaction prediction with 1.9M reactions from USPTO patents (1976-2016). Task: Predict the product of the given reaction. (1) Given the reactants Br[C:2]([Br:5])(Br)Br.[CH2:6]([O:13][CH2:14][CH2:15][CH2:16][CH2:17]CO)[C:7]1[CH:12]=[CH:11][CH:10]=[CH:9][CH:8]=1.C1(P(C2C=CC=CC=2)C2C=CC=CC=2)C=CC=CC=1, predict the reaction product. The product is: [CH2:6]([O:13][CH2:14][CH2:15][CH2:16][CH2:17][CH2:2][Br:5])[C:7]1[CH:12]=[CH:11][CH:10]=[CH:9][CH:8]=1. (2) Given the reactants [C:1]([O:5][C:6]([CH2:8][CH2:9][C@H:10]([NH:33]C(OCC1C=CC=CC=1)=O)[C:11]([NH:13][C@@H:14]([CH2:22][CH2:23][C:24]([O:26][CH2:27][CH2:28][Si:29]([CH3:32])([CH3:31])[CH3:30])=[O:25])[C:15]([O:17][C:18]([CH3:21])([CH3:20])[CH3:19])=[O:16])=[O:12])=[O:7])([CH3:4])([CH3:3])[CH3:2], predict the reaction product. The product is: [NH2:33][C@@H:10]([CH2:9][CH2:8][C:6]([O:5][C:1]([CH3:4])([CH3:3])[CH3:2])=[O:7])[C:11]([NH:13][C@@H:14]([CH2:22][CH2:23][C:24]([O:26][CH2:27][CH2:28][Si:29]([CH3:30])([CH3:32])[CH3:31])=[O:25])[C:15]([O:17][C:18]([CH3:21])([CH3:20])[CH3:19])=[O:16])=[O:12].